The task is: Predict which catalyst facilitates the given reaction.. This data is from Catalyst prediction with 721,799 reactions and 888 catalyst types from USPTO. (1) Reactant: [Br:1][C:2]1[C:11]2[C:6](=[CH:7][CH:8]=[CH:9][CH:10]=2)[CH:5]=[N:4][CH:3]=1.[N+:12]([O-])([O-:14])=[O:13].[K+].[OH-].[NH4+]. Product: [Br:1][C:2]1[C:11]2[C:6](=[CH:7][CH:8]=[CH:9][C:10]=2[N+:12]([O-:14])=[O:13])[CH:5]=[N:4][CH:3]=1. The catalyst class is: 65. (2) Reactant: [F:1][C:2]([F:25])([F:24])[C:3]1[CH:8]=[CH:7][C:6]([N:9]2[CH:13]=[CH:12][C:11]([CH2:14][N:15]3[CH2:20][CH2:19][CH:18]([C:21]([OH:23])=O)[CH2:17][CH2:16]3)=[CH:10]2)=[CH:5][CH:4]=1.Cl[Li].Cl.CCN(C(C)C)C(C)C.CN(C(ON1N=NC2C=CC=NC1=2)=[N+](C)C)C.F[P-](F)(F)(F)(F)F.[N:62]1[CH:67]=[CH:66][CH:65]=[CH:64][C:63]=1[CH2:68][CH2:69][NH2:70]. Product: [N:62]1[CH:67]=[CH:66][CH:65]=[CH:64][C:63]=1[CH2:68][CH2:69][NH:70][C:21]([CH:18]1[CH2:19][CH2:20][N:15]([CH2:14][C:11]2[CH:12]=[CH:13][N:9]([C:6]3[CH:5]=[CH:4][C:3]([C:2]([F:24])([F:1])[F:25])=[CH:8][CH:7]=3)[CH:10]=2)[CH2:16][CH2:17]1)=[O:23]. The catalyst class is: 3. (3) Reactant: [N:1]1([CH2:5][C:6]2[N:10]([CH3:11])[N:9]=[C:8]([N+:12]([O-])=O)[CH:7]=2)[CH2:4][CH2:3][CH2:2]1. Product: [N:1]1([CH2:5][C:6]2[N:10]([CH3:11])[N:9]=[C:8]([NH2:12])[CH:7]=2)[CH2:4][CH2:3][CH2:2]1. The catalyst class is: 63. (4) Reactant: [Cl:1][C:2]1[C:7]([Cl:8])=[C:6]([C:9]([OH:18])([C:14]([F:17])([F:16])[F:15])[C:10]([F:13])([F:12])[F:11])[CH:5]=[CH:4][C:3]=1[C:19]1[S:23][C:22]([C:24](=[O:34])[NH:25][C@H:26]2[CH2:29][C@H:28]([C:30]([O:32][CH3:33])=[O:31])[CH2:27]2)=[N:21][C:20]=1[C:35](O)=[O:36].Cl.[CH2:39]([NH:41][CH2:42][C:43]([F:46])([F:45])[F:44])[CH3:40].CCN(C(C)C)C(C)C.CN(C(ON1N=NC2C=CC=NC1=2)=[N+](C)C)C.F[P-](F)(F)(F)(F)F. Product: [Cl:1][C:2]1[C:7]([Cl:8])=[C:6]([C:9]([OH:18])([C:14]([F:15])([F:16])[F:17])[C:10]([F:12])([F:11])[F:13])[CH:5]=[CH:4][C:3]=1[C:19]1[S:23][C:22]([C:24]([NH:25][C@H:26]2[CH2:27][C@H:28]([C:30]([O:32][CH3:33])=[O:31])[CH2:29]2)=[O:34])=[N:21][C:20]=1[C:35](=[O:36])[N:41]([CH2:39][CH3:40])[CH2:42][C:43]([F:46])([F:45])[F:44]. The catalyst class is: 3.